The task is: Predict the reaction yield, written as a fraction of the theoretical maximum amount of product (1.0 means a 100% yield; for example, 0.34 means a 34% yield).. This data is from Reaction yield outcomes from USPTO patents with 853,638 reactions. (1) The reactants are [NH2:1][C:2]1[CH:10]=[CH:9][C:5]([C:6]([OH:8])=[O:7])=[CH:4][CH:3]=1.CCN(C(C)C)C(C)C.C([Si](C)(C)Cl)(C)(C)C.[Cl-].[CH3:29][O:30][C:31](=[O:41])[C:32]1[CH:40]=[CH:39][C:35]([C:36](O)=[O:37])=[CH:34][CH:33]=1.CCCC[N+](CCCC)(CCCC)CCCC.[F-]. The catalyst is C1COCC1. The product is [CH3:29][O:30][C:31]([C:32]1[CH:40]=[CH:39][C:35]([C:36]([NH:1][C:2]2[CH:10]=[CH:9][C:5]([C:6]([OH:8])=[O:7])=[CH:4][CH:3]=2)=[O:37])=[CH:34][CH:33]=1)=[O:41]. The yield is 0.640. (2) The reactants are CCO[C:4]([C:6]1[CH:11]=[CH:10][CH:9]=[N:8][C:7]=1[CH3:12])=[O:5].[CH3:13][CH2:14][Mg+].[Br-].[CH2:17]1COC[CH2:18]1. No catalyst specified. The product is [CH3:12][C:7]1[C:6]([C:4]([OH:5])([CH2:13][CH3:14])[CH2:17][CH3:18])=[CH:11][CH:10]=[CH:9][N:8]=1. The yield is 0.400. (3) The reactants are [F:1][C:2]1[CH:7]=[CH:6][C:5]([OH:8])=[CH:4][CH:3]=1.[Na+].[I-:10].[OH-].[Na+].[O-]Cl.[Na+]. The catalyst is CO. The product is [F:1][C:2]1[CH:7]=[CH:6][C:5]([OH:8])=[C:4]([I:10])[CH:3]=1. The yield is 0.678.